From a dataset of Full USPTO retrosynthesis dataset with 1.9M reactions from patents (1976-2016). Predict the reactants needed to synthesize the given product. (1) Given the product [C:11]([CH2:13][C:14]([NH:9][CH2:8][C:7]1[C:2]([CH3:1])=[N:3][C:4]([CH3:10])=[CH:5][CH:6]=1)=[O:15])#[N:12], predict the reactants needed to synthesize it. The reactants are: [CH3:1][C:2]1[C:7]([CH2:8][NH2:9])=[CH:6][CH:5]=[C:4]([CH3:10])[N:3]=1.[C:11]([CH2:13][C:14](O)=[O:15])#[N:12].Cl.C(N=C=NCCCN(C)C)C. (2) Given the product [Cl:10][C:3]1[CH:4]=[C:5]([Cl:9])[C:6]([O:8][CH2:17][C:16]2[CH:19]=[CH:20][C:13]([O:12][CH3:11])=[CH:14][CH:15]=2)=[CH:7][C:2]=1[NH2:1], predict the reactants needed to synthesize it. The reactants are: [NH2:1][C:2]1[C:3]([Cl:10])=[CH:4][C:5]([Cl:9])=[C:6]([OH:8])[CH:7]=1.[CH3:11][O:12][C:13]1[CH:20]=[CH:19][C:16]([CH2:17]Cl)=[CH:15][CH:14]=1. (3) Given the product [C:17]([O:21][C@@H:22]([C:28]1[C:43]([CH3:44])=[CH:42][C:31]2[N:32]=[C:33]([C:35]3[CH:40]=[CH:39][N:38]=[C:37]([N:8]4[C:16]5[CH:15]=[CH:14][N:13]=[CH:12][C:11]=5[CH2:10][CH2:9]4)[CH:36]=3)[S:34][C:30]=2[C:29]=1[C:45]1[CH:46]=[CH:47][C:48]([Cl:51])=[CH:49][CH:50]=1)[C:23]([O:25][CH2:26][CH3:27])=[O:24])([CH3:18])([CH3:19])[CH3:20], predict the reactants needed to synthesize it. The reactants are: OC(C(F)(F)F)=O.[NH:8]1[C:16]2[CH:15]=[CH:14][N:13]=[CH:12][C:11]=2[CH2:10][CH2:9]1.[C:17]([O:21][C@@H:22]([C:28]1[C:43]([CH3:44])=[CH:42][C:31]2[N:32]=[C:33]([C:35]3[CH:40]=[CH:39][N:38]=[C:37](Cl)[CH:36]=3)[S:34][C:30]=2[C:29]=1[C:45]1[CH:50]=[CH:49][C:48]([Cl:51])=[CH:47][CH:46]=1)[C:23]([O:25][CH2:26][CH3:27])=[O:24])([CH3:20])([CH3:19])[CH3:18]. (4) Given the product [OH:1][C:2]1[C:9]([C:10]2[CH:11]=[CH:12][CH:13]=[CH:14][CH:15]=2)=[CH:8][CH:7]=[CH:6][C:3]=1[CH:4]=[O:5], predict the reactants needed to synthesize it. The reactants are: [OH:1][C:2]1[C:9]([C:10]2[CH:15]=[CH:14][CH:13]=[CH:12][C:11]=2C)=[CH:8][CH:7]=[CH:6][C:3]=1[CH:4]=[O:5].Cl.Cl.NC1C2C(=CC=CC=2O)C(S(O)(=O)=O)=CC=1N.S(=O)(O)[O-].[Na+]. (5) Given the product [Cl:1][C:2]1[CH:32]=[CH:31][C:5]([CH2:6][CH2:7][NH:8][C:9]([C:11]2[CH:30]=[CH:29][C:14]([O:15][C:16]3[C:17]([C:46]4[CH:47]=[CH:48][C:43]([S:40]([CH3:39])(=[O:42])=[O:41])=[CH:44][CH:45]=4)=[CH:18][C:19]([CH2:22][C:23]([O:25][CH2:26][CH3:27])=[O:24])=[CH:20][CH:21]=3)=[CH:13][CH:12]=2)=[O:10])=[CH:4][CH:3]=1, predict the reactants needed to synthesize it. The reactants are: [Cl:1][C:2]1[CH:32]=[CH:31][C:5]([CH2:6][CH2:7][NH:8][C:9]([C:11]2[CH:30]=[CH:29][C:14]([O:15][C:16]3[CH:21]=[CH:20][C:19]([CH2:22][C:23]([O:25][CH2:26][CH3:27])=[O:24])=[CH:18][C:17]=3Br)=[CH:13][CH:12]=2)=[O:10])=[CH:4][CH:3]=1.C([O-])([O-])=O.[K+].[K+].[CH3:39][S:40]([C:43]1[CH:48]=[CH:47][C:46](B(O)O)=[CH:45][CH:44]=1)(=[O:42])=[O:41].